Dataset: Catalyst prediction with 721,799 reactions and 888 catalyst types from USPTO. Task: Predict which catalyst facilitates the given reaction. (1) Reactant: [C:1]1([C:7]2[O:8][C:9]([C:15]([F:18])([F:17])[F:16])=[C:10]([C:12]([OH:14])=O)[N:11]=2)[CH:6]=[CH:5][CH:4]=[CH:3][CH:2]=1.C(Cl)(=O)C(Cl)=O.[C:25]([O:29][C:30]([N:32]1[CH2:37][CH2:36][CH:35]([C:38]2[CH:43]=[CH:42][C:41]([NH2:44])=[CH:40][CH:39]=2)[CH2:34][CH2:33]1)=[O:31])([CH3:28])([CH3:27])[CH3:26].C(N(CC)CC)C. Product: [C:25]([O:29][C:30]([N:32]1[CH2:37][CH2:36][CH:35]([C:38]2[CH:43]=[CH:42][C:41]([NH:44][C:12]([C:10]3[N:11]=[C:7]([C:1]4[CH:2]=[CH:3][CH:4]=[CH:5][CH:6]=4)[O:8][C:9]=3[C:15]([F:18])([F:17])[F:16])=[O:14])=[CH:40][CH:39]=2)[CH2:34][CH2:33]1)=[O:31])([CH3:28])([CH3:26])[CH3:27]. The catalyst class is: 59. (2) Reactant: [C:1]1([S:7]([N:10]2[C:14]3=[N:15][CH:16]=[C:17]([N+:20]([O-:22])=[O:21])[C:18](Cl)=[C:13]3[CH:12]=[CH:11]2)(=[O:9])=[O:8])[CH:6]=[CH:5][CH:4]=[CH:3][CH:2]=1.[CH2:23]([N:30]1[CH2:35][CH2:34][CH:33]([NH2:36])[CH2:32][CH:31]1[CH3:37])[C:24]1[CH:29]=[CH:28][CH:27]=[CH:26][CH:25]=1.C(N(C(C)C)CC)(C)C. Product: [C:1]1([S:7]([N:10]2[C:14]3=[N:15][CH:16]=[C:17]([N+:20]([O-:22])=[O:21])[C:18]([NH:36][C@H:33]4[CH2:34][CH2:35][N:30]([CH2:23][C:24]5[CH:29]=[CH:28][CH:27]=[CH:26][CH:25]=5)[C@@H:31]([CH3:37])[CH2:32]4)=[C:13]3[CH:12]=[CH:11]2)(=[O:9])=[O:8])[CH:6]=[CH:5][CH:4]=[CH:3][CH:2]=1.[C:1]1([S:7]([N:10]2[C:14]3=[N:15][CH:16]=[C:17]([N+:20]([O-:22])=[O:21])[C:18]([NH:36][C@@H:33]4[CH2:34][CH2:35][N:30]([CH2:23][C:24]5[CH:29]=[CH:28][CH:27]=[CH:26][CH:25]=5)[C@@H:31]([CH3:37])[CH2:32]4)=[C:13]3[CH:12]=[CH:11]2)(=[O:9])=[O:8])[CH:6]=[CH:5][CH:4]=[CH:3][CH:2]=1. The catalyst class is: 41. (3) Reactant: Cl.[Cl:2][C:3]1[CH:8]=[CH:7][C:6]([C:9]([CH:11]2[CH2:16][CH2:15][NH:14][CH2:13][CH2:12]2)=[O:10])=[CH:5][CH:4]=1.[S:17]1[CH:21]=[CH:20][CH:19]=[C:18]1[CH:22]=O.C(O[BH-](OC(=O)C)OC(=O)C)(=O)C.[Na+].C(O)C(N)(CO)CO.S(Cl)(C1C=CC(C)=CC=1)(=O)=O. Product: [S:17]1[CH:21]=[CH:20][CH:19]=[C:18]1[CH2:22][N:14]1[CH2:15][CH2:16][CH:11]([C:9](=[O:10])[C:6]2[CH:7]=[CH:8][C:3]([Cl:2])=[CH:4][CH:5]=2)[CH2:12][CH2:13]1. The catalyst class is: 76. (4) Reactant: [O:1]1[C:10]2[CH:9]=[C:8]([CH2:11][N:12]([C:30]([O:32][C:33]([CH3:36])([CH3:35])[CH3:34])=[O:31])[C@H:13]3[CH2:18][CH2:17][N:16](C(OCC4C=CC=CC=4)=O)[CH2:15][C@H:14]3[OH:29])[N:7]=[CH:6][C:5]=2[O:4][CH2:3][CH2:2]1. Product: [O:1]1[C:10]2[CH:9]=[C:8]([CH2:11][N:12]([C@H:13]3[CH2:18][CH2:17][NH:16][CH2:15][C@H:14]3[OH:29])[C:30](=[O:31])[O:32][C:33]([CH3:34])([CH3:35])[CH3:36])[N:7]=[CH:6][C:5]=2[O:4][CH2:3][CH2:2]1. The catalyst class is: 29. (5) Reactant: [O-2:1].[Mg+2:2].[C:3](=[O:5])=[O:4]. Product: [C:3](=[O:1])([OH:5])[O-:4].[Mg+2:2].[C:3](=[O:1])([OH:5])[O-:4]. The catalyst class is: 6.